This data is from Forward reaction prediction with 1.9M reactions from USPTO patents (1976-2016). The task is: Predict the product of the given reaction. Given the reactants Cl.[CH3:2][C:3]1[CH:4]=[CH:5][C:6]([O:9][C:10]2[CH:15]=[CH:14][CH:13]=[C:12]([CH:16]=[C:17]3[CH2:22][CH2:21][NH:20][CH2:19][CH2:18]3)[CH:11]=2)=[N:7][CH:8]=1.[N:23]1[CH:28]=[CH:27][CH:26]=[C:25]([NH:29][C:30](=O)[O:31]C2C=CC=CC=2)[N:24]=1.C(N(CC)CC)C, predict the reaction product. The product is: [CH3:2][C:3]1[CH:4]=[CH:5][C:6]([O:9][C:10]2[CH:11]=[C:12]([CH:13]=[CH:14][CH:15]=2)[CH:16]=[C:17]2[CH2:22][CH2:21][N:20]([C:30]([NH:29][C:25]3[N:24]=[N:23][CH:28]=[CH:27][CH:26]=3)=[O:31])[CH2:19][CH2:18]2)=[N:7][CH:8]=1.